From a dataset of Full USPTO retrosynthesis dataset with 1.9M reactions from patents (1976-2016). Predict the reactants needed to synthesize the given product. (1) Given the product [C:20]([O:23][C@@H:24]1[C@@H:29]([O:30][C:31](=[O:33])[CH3:32])[C@H:28]([O:34][C:35](=[O:37])[CH3:36])[C@@H:27]([CH2:38][O:39][C:40](=[O:42])[CH3:41])[O:26][C@:25]1([CH2:43][CH2:44][O:17][C:4]1[CH:5]=[CH:6][C:7]([CH2:8][C:9]2[CH:14]=[CH:13][C:12]([CH2:15][CH3:16])=[CH:11][CH:10]=2)=[C:2]([Cl:1])[CH:3]=1)[O:56][CH3:57])(=[O:22])[CH3:21], predict the reactants needed to synthesize it. The reactants are: [Cl:1][C:2]1[CH:3]=[C:4]([OH:17])[CH:5]=[CH:6][C:7]=1[CH2:8][C:9]1[CH:14]=[CH:13][C:12]([CH2:15][CH3:16])=[CH:11][CH:10]=1.[H-].[Na+].[C:20]([O:23][C@@H:24]1[C@@H:29]([O:30][C:31](=[O:33])[CH3:32])[C@H:28]([O:34][C:35](=[O:37])[CH3:36])[C@@H:27]([CH2:38][O:39][C:40](=[O:42])[CH3:41])[O:26][C@@:25]1([O:56][CH3:57])[CH2:43][CH2:44]OS(C1C=CC(C)=CC=1)(=O)=O)(=[O:22])[CH3:21].[O-]C1C=CC=CC=1. (2) Given the product [NH2:1][C:2]1[C:3]2[C:10]([C:24]#[C:23][C:25]3[CH:26]=[C:27]([O:33][CH3:34])[CH:28]=[C:29]([O:31][CH3:32])[CH:30]=3)=[CH:9][N:8]([CH:12]3[CH2:15][N:14]([C:16]([O:18][C:19]([CH3:22])([CH3:21])[CH3:20])=[O:17])[CH2:13]3)[C:4]=2[N:5]=[CH:6][N:7]=1, predict the reactants needed to synthesize it. The reactants are: [NH2:1][C:2]1[C:3]2[C:10](I)=[CH:9][N:8]([CH:12]3[CH2:15][N:14]([C:16]([O:18][C:19]([CH3:22])([CH3:21])[CH3:20])=[O:17])[CH2:13]3)[C:4]=2[N:5]=[CH:6][N:7]=1.[C:23]([C:25]1[CH:30]=[C:29]([O:31][CH3:32])[CH:28]=[C:27]([O:33][CH3:34])[CH:26]=1)#[CH:24].C(N(CC)CC)C.C(OCC)(=O)C. (3) Given the product [NH2:4][C:3]1[CH:5]=[CH:6][C:7]([C:22]2[S:23][C:24]([C:25]([O:27][CH3:28])=[O:26])=[C:20]([N:19]([C:17]([C@H:14]3[CH2:15][CH2:16][C@H:11]([CH3:10])[CH2:12][CH2:13]3)=[O:18])[CH:32]([CH3:34])[CH3:33])[CH:21]=2)=[CH:8][C:2]=1[Cl:1], predict the reactants needed to synthesize it. The reactants are: [Cl:1][C:2]1[CH:8]=[C:7](I)[CH:6]=[CH:5][C:3]=1[NH2:4].[CH3:10][C@H:11]1[CH2:16][CH2:15][C@H:14]([C:17]([N:19]([CH:32]([CH3:34])[CH3:33])[C:20]2[CH:21]=[C:22](B(O)O)[S:23][C:24]=2[C:25]([O:27][CH3:28])=[O:26])=[O:18])[CH2:13][CH2:12]1.[F-].[Cs+]. (4) Given the product [CH:12]1([C:15]2[C:19]([O:20][C:21]3[CH:28]=[C:27]([CH3:29])[C:24]([C:25]#[N:26])=[C:23]([CH3:30])[CH:22]=3)=[CH:18][N:17]([CH:32]3[CH2:33][CH2:34][CH2:35][CH2:36][O:31]3)[N:16]=2)[CH2:13][CH2:14]1, predict the reactants needed to synthesize it. The reactants are: C1(C)C=CC(S(O)(=O)=O)=CC=1.[CH:12]1([C:15]2[C:19]([O:20][C:21]3[CH:28]=[C:27]([CH3:29])[C:24]([C:25]#[N:26])=[C:23]([CH3:30])[CH:22]=3)=[CH:18][NH:17][N:16]=2)[CH2:14][CH2:13]1.[O:31]1[CH:36]=[CH:35][CH2:34][CH2:33][CH2:32]1. (5) Given the product [CH3:17][C@@:5]1([CH2:12][CH2:13][CH:14]([CH3:16])[CH3:15])[C:6]2[C:11](=[CH:10][CH:9]=[CH:8][CH:7]=2)[C:2]([O-:1])=[C:3]([C:19]2[NH:24][C:23]3[CH:25]=[CH:26][C:27]([NH:29][S:30]([C:33]4[CH:42]=[CH:41][C:40]5[C:35](=[CH:36][CH:37]=[CH:38][CH:39]=5)[CH:34]=4)(=[O:32])=[O:31])=[CH:28][C:22]=3[S:21](=[O:44])(=[O:43])[N:20]=2)[C:4]1=[O:18].[Na+:46], predict the reactants needed to synthesize it. The reactants are: [OH:1][C:2]1[C:11]2[C:6](=[CH:7][CH:8]=[CH:9][CH:10]=2)[C@@:5]([CH3:17])([CH2:12][CH2:13][CH:14]([CH3:16])[CH3:15])[C:4](=[O:18])[C:3]=1[C:19]1[NH:24][C:23]2[CH:25]=[CH:26][C:27]([NH:29][S:30]([C:33]3[CH:42]=[CH:41][C:40]4[C:35](=[CH:36][CH:37]=[CH:38][CH:39]=4)[CH:34]=3)(=[O:32])=[O:31])=[CH:28][C:22]=2[S:21](=[O:44])(=[O:43])[N:20]=1.[OH-].[Na+:46]. (6) The reactants are: [Cl:1][C:2]1[C:10]2[N:9]=[C:8]3[N:11]([C:15]4[C:16]([CH3:24])=[N:17][C:18]([O:22][CH3:23])=[N:19][C:20]=4[CH3:21])[CH2:12][CH2:13][CH2:14][N:7]3[C:6]=2[C:5]([CH2:25][OH:26])=[CH:4][CH:3]=1. Given the product [Cl:1][C:2]1[CH:3]=[CH:4][C:5]([CH:25]=[O:26])=[C:6]2[C:10]=1[N:9]=[C:8]1[N:11]([C:15]3[C:16]([CH3:24])=[N:17][C:18]([O:22][CH3:23])=[N:19][C:20]=3[CH3:21])[CH2:12][CH2:13][CH2:14][N:7]21, predict the reactants needed to synthesize it. (7) Given the product [OH:16][C:13]1[CH:14]=[CH:15][C:10]([C:6]2[C:7]([C:8]#[N:9])=[C:2]([SH:21])[N:3]=[C:4]([O:19][CH3:20])[C:5]=2[C:17]#[N:18])=[CH:11][CH:12]=1, predict the reactants needed to synthesize it. The reactants are: Cl[C:2]1[C:7]([C:8]#[N:9])=[C:6]([C:10]2[CH:15]=[CH:14][C:13]([OH:16])=[CH:12][CH:11]=2)[C:5]([C:17]#[N:18])=[C:4]([O:19][CH3:20])[N:3]=1.[S-2:21].[Na+].[Na+]. (8) Given the product [N:9]1[CH:10]=[CH:11][CH:12]=[N:13][C:8]=1[C:6]([OH:7])=[O:5].[CH:6]([O-:7])=[O:5], predict the reactants needed to synthesize it. The reactants are: C([O:5][C:6]([C:8]1[N:13]=[CH:12][CH:11]=[CH:10][N:9]=1)=[O:7])(C)(C)C. (9) The reactants are: Br[C:2]1[C:3]([NH2:9])=[N:4][CH:5]=[C:6]([Br:8])[N:7]=1.C(N(C(C)C)CC)(C)C.[N+:19]([C:22]1[CH:23]=[C:24]([CH:27]=[CH:28][CH:29]=1)[CH2:25][NH2:26])([O-:21])=[O:20]. Given the product [Br:8][C:6]1[N:7]=[C:2]([NH:26][CH2:25][C:24]2[CH:27]=[CH:28][CH:29]=[C:22]([N+:19]([O-:21])=[O:20])[CH:23]=2)[C:3]([NH2:9])=[N:4][CH:5]=1, predict the reactants needed to synthesize it.